The task is: Regression/Classification. Given a drug SMILES string, predict its absorption, distribution, metabolism, or excretion properties. Task type varies by dataset: regression for continuous measurements (e.g., permeability, clearance, half-life) or binary classification for categorical outcomes (e.g., BBB penetration, CYP inhibition). Dataset: cyp1a2_veith.. This data is from CYP1A2 inhibition data for predicting drug metabolism from PubChem BioAssay. (1) The molecule is CCNC(=S)NNC(=O)c1ccoc1C. The result is 0 (non-inhibitor). (2) The compound is COC(=O)c1c(C)[nH]c(O)c1C=Nc1ccc(C(C)C)cc1. The result is 1 (inhibitor). (3) The drug is C[C@@H](CCc1ccccc1)NC[C@H](O)c1ccc(O)c(C(N)=O)c1. The result is 0 (non-inhibitor). (4) The compound is CN1CCN(c2ncc3nc(-c4cccc(C#N)c4)c(=O)n(CCC#N)c3n2)CC1. The result is 0 (non-inhibitor). (5) The compound is c1ccc(-c2cc(-c3cc(-c4ccccn4)[nH]n3)n[nH]2)nc1. The result is 0 (non-inhibitor). (6) The compound is CCOC(=O)Nc1sc(C(=O)N(C)C)c(C)c1C(=O)OCC. The result is 1 (inhibitor). (7) The molecule is O=C(O)[C@H]1CC=CC[C@@H]1C(=O)Nc1cccc(O)c1. The result is 0 (non-inhibitor).